From a dataset of Catalyst prediction with 721,799 reactions and 888 catalyst types from USPTO. Predict which catalyst facilitates the given reaction. (1) Reactant: Br[C:2]1[CH:3]=[C:4]([NH:10][C:11]2[CH:16]=[CH:15][N:14]=[CH:13][N:12]=2)[C:5](=[O:9])[N:6]([CH3:8])[CH:7]=1.[C:17]([O:20][CH2:21][C:22]1[C:23]([N:37]2[CH2:49][CH2:48][N:40]3[C:41]4[CH2:42][CH2:43][CH2:44][CH2:45][C:46]=4[CH:47]=[C:39]3[C:38]2=[O:50])=[N:24][CH:25]=[CH:26][C:27]=1B1OC(C)(C)C(C)(C)O1)(=[O:19])[CH3:18].CC([O-])=O.[Na+].C(#N)C. Product: [C:17]([O:20][CH2:21][C:22]1[C:23]([N:37]2[CH2:49][CH2:48][N:40]3[C:41]4[CH2:42][CH2:43][CH2:44][CH2:45][C:46]=4[CH:47]=[C:39]3[C:38]2=[O:50])=[N:24][CH:25]=[CH:26][C:27]=1[C:2]1[CH:3]=[C:4]([NH:10][C:11]2[CH:16]=[CH:15][N:14]=[CH:13][N:12]=2)[C:5](=[O:9])[N:6]([CH3:8])[CH:7]=1)(=[O:19])[CH3:18]. The catalyst class is: 263. (2) Reactant: BrC1C=CC=C(CC)C=1.[CH2:10]([C:14]([Sn])=[C:15]([CH2:20][CH2:21][CH2:22][CH3:23])[CH2:16][CH2:17][CH2:18]C)CCC. Product: [CH2:22]([C:21]1[CH:20]=[C:15]([CH:14]=[CH2:10])[CH:16]=[CH:17][CH:18]=1)[CH3:23]. The catalyst class is: 9.